This data is from Forward reaction prediction with 1.9M reactions from USPTO patents (1976-2016). The task is: Predict the product of the given reaction. The product is: [ClH:75].[N:42]1([C:47]([C:49]2[CH:50]=[CH:51][C:52]([CH2:53][N:1]3[C:4]4[CH:17]=[CH:16][CH:15]=[CH:14][C:5]=4[CH2:6][NH:7][CH2:8][C:9]3=[O:11])=[CH:55][CH:56]=2)=[O:48])[CH2:43][CH:44]=[CH:45][CH2:46]1. Given the reactants [N+:1]([C:4]1[CH:17]=[CH:16][CH:15]=[CH:14][C:5]=1[CH2:6][NH:7][CH2:8][C:9]([O:11]CC)=O)([O-])=O.C(OC(OC(C)(C)C)=O)(OC(C)(C)C)=O.C(N(CC)CC)C.[H][H].[N:42]1([C:47]([C:49]2[CH:56]=[CH:55][C:52]([CH:53]=O)=[CH:51][CH:50]=2)=[O:48])[CH2:46][CH:45]=[CH:44][CH2:43]1.C(O)(=O)C.C(O[BH-](OC(=O)C)OC(=O)C)(=O)C.[Na+].[Cl:75]CCl, predict the reaction product.